Dataset: Catalyst prediction with 721,799 reactions and 888 catalyst types from USPTO. Task: Predict which catalyst facilitates the given reaction. Reactant: [CH3:1][NH:2][NH2:3].[F:4][C:5]([F:28])([C:21]([F:27])([F:26])[C:22]([F:25])([F:24])[F:23])[C:6](O[C:6](=[O:7])[C:5]([F:28])([F:4])[C:21]([F:26])([F:27])[C:22]([F:23])([F:24])[F:25])=[O:7]. Product: [F:4][C:5]([F:28])([C:21]([F:27])([F:26])[C:22]([F:25])([F:24])[F:23])[C:6]([N:2]([CH3:1])[NH2:3])=[O:7]. The catalyst class is: 2.